The task is: Predict the reactants needed to synthesize the given product.. This data is from Full USPTO retrosynthesis dataset with 1.9M reactions from patents (1976-2016). (1) The reactants are: BrC1C=C(C=C(C(C2C=CC=C(OC(F)F)C=2)(C)C)C=1)N.[Cl:22][C:23]1[N:28]=[C:27]([NH:29][C:30]([C:32]2[S:36][C:35]3[CH:37]=[CH:38][C:39]([N+:41]([O-])=O)=[CH:40][C:34]=3[CH:33]=2)=[O:31])[CH:26]=[C:25]([C:44]([C:47]2[CH:52]=[C:51]([O:53][C:54]([F:57])([F:56])[F:55])[CH:50]=[C:49]([O:58][CH3:59])[CH:48]=2)([CH3:46])[CH3:45])[CH:24]=1. Given the product [NH2:41][C:39]1[CH:38]=[CH:37][C:35]2[S:36][C:32]([C:30]([NH:29][C:27]3[CH:26]=[C:25]([C:44]([C:47]4[CH:52]=[C:51]([O:53][C:54]([F:57])([F:55])[F:56])[CH:50]=[C:49]([O:58][CH3:59])[CH:48]=4)([CH3:46])[CH3:45])[CH:24]=[C:23]([Cl:22])[N:28]=3)=[O:31])=[CH:33][C:34]=2[CH:40]=1, predict the reactants needed to synthesize it. (2) Given the product [C:50]([C:52]1[CH:57]=[CH:56][CH:55]=[CH:54][CH:53]=1)(=[O:51])[CH3:48], predict the reactants needed to synthesize it. The reactants are: C(OCC(CO)(COC(=O)C=C)COC(=O)C=C)(=O)C=C.C(OCC(COC(=O)C=C)(COC(=O)C=C)COC(=O)C=C)(=O)C=C.C[C:48](N1CCOCC1)([C:50]([C:52]1[CH:57]=[CH:56][C:55](SC)=[CH:54][CH:53]=1)=[O:51])C. (3) Given the product [I:1][C:2]1[CH:11]=[CH:10][C:9]([O:12][CH2:25][C:24]2[CH:27]=[CH:28][C:21]([O:20][CH3:19])=[CH:22][CH:23]=2)=[C:8]2[C:3]=1[CH:4]=[CH:5][CH:6]=[N:7]2, predict the reactants needed to synthesize it. The reactants are: [I:1][C:2]1[CH:11]=[CH:10][C:9]([OH:12])=[C:8]2[C:3]=1[CH:4]=[CH:5][CH:6]=[N:7]2.C(=O)([O-])[O-].[K+].[K+].[CH3:19][O:20][C:21]1[CH:28]=[CH:27][C:24]([CH2:25]Cl)=[CH:23][CH:22]=1. (4) The reactants are: O.O.O.[O-:4][C:5]1[CH:10]=[CH:9][CH:8]=[CH:7][CH:6]=1.[Na+].Br[C:13]1[C:14]([NH2:20])=[N:15][CH:16]=[C:17]([Br:19])[N:18]=1.O. Given the product [Br:19][C:17]1[N:18]=[C:13]([O:4][C:5]2[CH:10]=[CH:9][CH:8]=[CH:7][CH:6]=2)[C:14]([NH2:20])=[N:15][CH:16]=1, predict the reactants needed to synthesize it. (5) Given the product [Cl:1][C:2]1[CH:10]=[CH:9][CH:8]=[CH:7][C:3]=1[C:4]([NH:29][CH2:28][C:15]1([C:18]2[CH:19]=[N:20][C:21]([C:24]([F:27])([F:26])[F:25])=[N:22][CH:23]=2)[CH2:16][CH2:17][C:12]([F:11])([F:30])[CH2:13][CH2:14]1)=[O:6], predict the reactants needed to synthesize it. The reactants are: [Cl:1][C:2]1[CH:10]=[CH:9][CH:8]=[CH:7][C:3]=1[C:4]([OH:6])=O.[F:11][C:12]1([F:30])[CH2:17][CH2:16][C:15]([CH2:28][NH2:29])([C:18]2[CH:19]=[N:20][C:21]([C:24]([F:27])([F:26])[F:25])=[N:22][CH:23]=2)[CH2:14][CH2:13]1.